This data is from Catalyst prediction with 721,799 reactions and 888 catalyst types from USPTO. The task is: Predict which catalyst facilitates the given reaction. (1) Reactant: [ClH:1].Cl.[NH2:3][CH:4]1[CH2:6][CH:5]1[C:7]1[CH:8]=[C:9]([CH:20]=[CH:21][CH:22]=1)[C:10]([NH:12][C:13]1[N:17]([CH3:18])[N:16]=[C:15]([CH3:19])[CH:14]=1)=[O:11].[F:23][C:24]1([F:31])[CH2:29][CH2:28][C:27](=O)[CH2:26][CH2:25]1.C(=O)([O-])O.[Na+]. Product: [ClH:1].[ClH:1].[F:23][C:24]1([F:31])[CH2:29][CH2:28][CH:27]([NH:3][C@@H:4]2[CH2:6][C@H:5]2[C:7]2[CH:8]=[C:9]([CH:20]=[CH:21][CH:22]=2)[C:10]([NH:12][C:13]2[N:17]([CH3:18])[N:16]=[C:15]([CH3:19])[CH:14]=2)=[O:11])[CH2:26][CH2:25]1. The catalyst class is: 130. (2) Reactant: C[O:2][C:3](=[O:50])[C:4]1[CH:9]=[CH:8][CH:7]=[CH:6][C:5]=1[O:10][C:11]1[CH:16]=[CH:15][CH:14]=[C:13]([O:17][CH2:18][CH2:19][CH2:20][O:21][C:22]2[CH:27]=[C:26]([O:28]CC3C=CC=CC=3)[C:25](B3OC(C)(C)C(C)(C)O3)=[CH:24][C:23]=2[CH2:45][CH3:46])[C:12]=1[CH2:47][CH2:48][CH3:49].Br[C:52]1[S:53][CH:54]=[CH:55][N:56]=1.C(=O)([O-])[O-].[Cs+].[Cs+]. Product: [CH2:45]([C:23]1[CH:24]=[C:25]([C:52]2[S:53][CH:54]=[CH:55][N:56]=2)[C:26]([OH:28])=[CH:27][C:22]=1[O:21][CH2:20][CH2:19][CH2:18][O:17][C:13]1[C:12]([CH2:47][CH2:48][CH3:49])=[C:11]([CH:16]=[CH:15][CH:14]=1)[O:10][C:5]1[CH:6]=[CH:7][CH:8]=[CH:9][C:4]=1[C:3]([OH:50])=[O:2])[CH3:46]. The catalyst class is: 140. (3) Reactant: [Cl:1][C:2]1[CH:20]=[CH:19][C:5]([C:6]([NH:8][C@H:9]2[CH2:14][CH2:13][C@H:12]([C:15]([F:18])([F:17])[F:16])[CH2:11][CH2:10]2)=[O:7])=[C:4]([O:21][CH2:22][CH2:23][O:24][CH3:25])[N:3]=1.[N+:26]([O-])([OH:28])=[O:27]. Product: [Cl:1][C:2]1[C:20]([N+:26]([O-:28])=[O:27])=[CH:19][C:5]([C:6]([NH:8][C@H:9]2[CH2:14][CH2:13][C@H:12]([C:15]([F:18])([F:17])[F:16])[CH2:11][CH2:10]2)=[O:7])=[C:4]([O:21][CH2:22][CH2:23][O:24][CH3:25])[N:3]=1. The catalyst class is: 82. (4) Reactant: [CH3:1][O:2][C:3](=[O:37])[C@@H:4]([NH:14][C:15]([C:17]1[S:18][C:19]([C:24](=[O:36])[NH:25][CH2:26][C:27]2[CH:35]=[CH:34][CH:33]=[C:32]3[C:28]=2[CH:29]=[N:30][NH:31]3)=[CH:20][C:21]=1[C:22]#[N:23])=[O:16])[CH2:5][NH:6]C(OC(C)(C)C)=O.[ClH:38]. Product: [ClH:38].[CH3:1][O:2][C:3](=[O:37])[C@@H:4]([NH:14][C:15]([C:17]1[S:18][C:19]([C:24](=[O:36])[NH:25][CH2:26][C:27]2[CH:35]=[CH:34][CH:33]=[C:32]3[C:28]=2[CH:29]=[N:30][NH:31]3)=[CH:20][C:21]=1[C:22]#[N:23])=[O:16])[CH2:5][NH2:6]. The catalyst class is: 169. (5) Reactant: [CH2:1]([O:3][C:4](=[O:24])[CH2:5][CH2:6][C@@H:7]1[CH2:11][C@@H:10](OS(C)(=O)=O)[CH2:9][N:8]1[C:17]([O:19][C:20]([CH3:23])([CH3:22])[CH3:21])=[O:18])[CH3:2].[N-:25]=[N+:26]=[N-:27].[Na+]. Product: [N:25]([C@@H:10]1[CH2:9][N:8]([C:17]([O:19][C:20]([CH3:23])([CH3:22])[CH3:21])=[O:18])[C@H:7]([CH2:6][CH2:5][C:4]([O:3][CH2:1][CH3:2])=[O:24])[CH2:11]1)=[N+:26]=[N-:27]. The catalyst class is: 42.